From a dataset of HIV replication inhibition screening data with 41,000+ compounds from the AIDS Antiviral Screen. Binary Classification. Given a drug SMILES string, predict its activity (active/inactive) in a high-throughput screening assay against a specified biological target. The drug is Cc1cc2c(C(C)C)c(O)c(O)c(C=O)c2c(O)c1-c1c(C)cc2c(C(C)C)c(O)c(O)c(C=O)c2c1O. The result is 0 (inactive).